Dataset: Peptide-MHC class I binding affinity with 185,985 pairs from IEDB/IMGT. Task: Regression. Given a peptide amino acid sequence and an MHC pseudo amino acid sequence, predict their binding affinity value. This is MHC class I binding data. (1) The peptide sequence is PASKKESVI. The MHC is HLA-A02:03 with pseudo-sequence HLA-A02:03. The binding affinity (normalized) is 0.309. (2) The peptide sequence is NIKISLNEI. The MHC is HLA-A02:02 with pseudo-sequence HLA-A02:02. The binding affinity (normalized) is 0.314. (3) The MHC is HLA-A02:16 with pseudo-sequence HLA-A02:16. The peptide sequence is KMYEYVFKG. The binding affinity (normalized) is 0.787. (4) The peptide sequence is MPAMVPPYA. The MHC is HLA-B15:17 with pseudo-sequence HLA-B15:17. The binding affinity (normalized) is 0.0847. (5) The peptide sequence is STTTCEAGV. The MHC is HLA-A02:12 with pseudo-sequence HLA-A02:12. The binding affinity (normalized) is 0.478. (6) The peptide sequence is KFQADSPKR. The MHC is HLA-A31:01 with pseudo-sequence HLA-A31:01. The binding affinity (normalized) is 0.659. (7) The peptide sequence is RLNKVISEL. The MHC is HLA-A68:02 with pseudo-sequence HLA-A68:02. The binding affinity (normalized) is 0.115. (8) The peptide sequence is SAAIDGEYR. The MHC is HLA-A68:01 with pseudo-sequence HLA-A68:01. The binding affinity (normalized) is 0.655. (9) The peptide sequence is DPLSYNYI. The MHC is H-2-Kb with pseudo-sequence H-2-Kb. The binding affinity (normalized) is 0.0735.